This data is from Full USPTO retrosynthesis dataset with 1.9M reactions from patents (1976-2016). The task is: Predict the reactants needed to synthesize the given product. (1) Given the product [Br:1][C:2]([CH2:4][CH2:10][Si:7]([CH3:8])([CH3:9])[CH3:6])=[CH2:3], predict the reactants needed to synthesize it. The reactants are: [Br:1][C:2]([CH2:4]Br)=[CH2:3].[CH3:6][Si:7]([CH2:10][Mg]Cl)([CH3:9])[CH3:8].C1COCC1. (2) The reactants are: [CH3:1][O:2][C:3]1[CH:4]=[C:5]2[C:10](=[CH:11][CH:12]=1)[C:9]([C:13](=[O:29])[C:14]1[CH:19]=[CH:18][C:17]([O:20][CH2:21][CH2:22][N:23]3[CH2:28][CH2:27][CH2:26][CH2:25][CH2:24]3)=[CH:16][CH:15]=1)=[C:8](OS(C(F)(F)F)(=O)=O)[CH:7]=[CH:6]2.B1(B2OC(C)(C)C(C)(C)O2)OC(C)(C)C(C)(C)O1.C1(P(C2C=CC=CC=2)C2C=CC=CC=2)C=CC=CC=1.[F-].[Cs+].Br[C:78]1[CH:83]=[C:82]([F:84])[C:81]([F:85])=[CH:80][C:79]=1[O:86][CH3:87]. Given the product [F:85][C:81]1[C:82]([F:84])=[CH:83][C:78]([C:8]2[CH:7]=[CH:6][C:5]3[C:10](=[CH:11][CH:12]=[C:3]([O:2][CH3:1])[CH:4]=3)[C:9]=2[C:13]([C:14]2[CH:19]=[CH:18][C:17]([O:20][CH2:21][CH2:22][N:23]3[CH2:28][CH2:27][CH2:26][CH2:25][CH2:24]3)=[CH:16][CH:15]=2)=[O:29])=[C:79]([O:86][CH3:87])[CH:80]=1, predict the reactants needed to synthesize it.